This data is from Peptide-MHC class I binding affinity with 185,985 pairs from IEDB/IMGT. The task is: Regression. Given a peptide amino acid sequence and an MHC pseudo amino acid sequence, predict their binding affinity value. This is MHC class I binding data. (1) The peptide sequence is YTLYKKLSF. The MHC is HLA-B15:01 with pseudo-sequence HLA-B15:01. The binding affinity (normalized) is 0.754. (2) The peptide sequence is KCYGVSATK. The MHC is HLA-B40:01 with pseudo-sequence HLA-B40:01. The binding affinity (normalized) is 0.0847. (3) The peptide sequence is GADPNACDK. The MHC is HLA-A33:01 with pseudo-sequence HLA-A33:01. The binding affinity (normalized) is 0.165. (4) The peptide sequence is GLSQFTQTV. The MHC is HLA-A68:02 with pseudo-sequence HLA-A68:02. The binding affinity (normalized) is 0.0602. (5) The peptide sequence is FYKRKAMAW. The MHC is HLA-A01:01 with pseudo-sequence HLA-A01:01. The binding affinity (normalized) is 0.0847. (6) The peptide sequence is GVAPGTAVLR. The MHC is HLA-A33:01 with pseudo-sequence HLA-A33:01. The binding affinity (normalized) is 0.0162. (7) The peptide sequence is SLYSILSPFL. The MHC is HLA-A02:02 with pseudo-sequence HLA-A02:02. The binding affinity (normalized) is 1.000.